This data is from Catalyst prediction with 721,799 reactions and 888 catalyst types from USPTO. The task is: Predict which catalyst facilitates the given reaction. Reactant: [Cl:1][C:2]1[CH:7]=[CH:6][C:5]([O:8][C:9]2[CH:16]=[CH:15][C:14]([CH2:17][CH2:18]I)=[CH:13][C:10]=2[C:11]#[N:12])=[CH:4][C:3]=1[C:20]([F:23])([F:22])[F:21].C([O-])([O-])=O.[K+].[K+].[N:30]1[CH:35]=[C:34]([CH2:36][C:37]2[C:38](=[O:44])[NH:39][C:40](=[S:43])[NH:41][CH:42]=2)[CH:33]=[N:32][CH:31]=1. Product: [Cl:1][C:2]1[CH:7]=[CH:6][C:5]([O:8][C:9]2[CH:16]=[CH:15][C:14]([CH2:17][CH2:18][S:43][C:40]3[NH:41][CH:42]=[C:37]([CH2:36][C:34]4[CH:33]=[N:32][CH:31]=[N:30][CH:35]=4)[C:38](=[O:44])[N:39]=3)=[CH:13][C:10]=2[C:11]#[N:12])=[CH:4][C:3]=1[C:20]([F:23])([F:22])[F:21]. The catalyst class is: 3.